This data is from Full USPTO retrosynthesis dataset with 1.9M reactions from patents (1976-2016). The task is: Predict the reactants needed to synthesize the given product. (1) Given the product [O:36]=[C:37]1[C:42]([CH2:43][N:44]2[CH2:49][CH2:48][CH2:47][CH2:46][CH:45]2[CH2:50][CH2:51][CH2:10][C:11]2[CH:16]=[CH:15][CH:14]=[CH:13][N:12]=2)=[CH:41][CH:40]=[CH:39][NH:38]1, predict the reactants needed to synthesize it. The reactants are: Cl.Cl.C1([P+](C2C=CC=CC=2)(C2C=CC=CC=2)[CH2:10][C:11]2[CH:16]=[CH:15][CH:14]=[CH:13][N:12]=2)C=CC=CC=1.CC(C)([O-])C.[K+].C[O:36][C:37]1[C:42]([CH2:43][N:44]2[CH2:49][CH2:48][CH2:47][CH2:46][CH:45]2[CH2:50][CH:51]=O)=[CH:41][CH:40]=[CH:39][N:38]=1.O. (2) The reactants are: Br[C:2]1[CH:3]=[C:4]2[C:9](=[CH:10][CH:11]=1)[N:8]=[CH:7][C:6]([C:12]([CH:14]1[CH2:16][CH2:15]1)=[O:13])=[C:5]2[NH:17][CH:18]1[CH2:23][CH2:22][N:21]([CH3:24])[CH2:20][CH2:19]1.[CH3:25][O:26][C:27]1[CH:32]=[C:31](B2OC(C)(C)C(C)(C)O2)[CH:30]=[CH:29][C:28]=1[OH:42]. Given the product [CH:14]1([C:12]([C:6]2[CH:7]=[N:8][C:9]3[C:4]([C:5]=2[NH:17][CH:18]2[CH2:19][CH2:20][N:21]([CH3:24])[CH2:22][CH2:23]2)=[CH:3][C:2]([C:31]2[CH:30]=[CH:29][C:28]([OH:42])=[C:27]([O:26][CH3:25])[CH:32]=2)=[CH:11][CH:10]=3)=[O:13])[CH2:15][CH2:16]1, predict the reactants needed to synthesize it.